Dataset: Full USPTO retrosynthesis dataset with 1.9M reactions from patents (1976-2016). Task: Predict the reactants needed to synthesize the given product. (1) Given the product [Cl:1][C:2]1[C:3]2[C:10]([C:26]3[CH:27]=[C:22]([CH:23]=[CH:24][CH:25]=3)[C:20]#[N:21])=[CH:9][N:8]([CH2:12][O:13][CH2:14][CH2:15][Si:16]([CH3:19])([CH3:18])[CH3:17])[C:4]=2[N:5]=[CH:6][N:7]=1, predict the reactants needed to synthesize it. The reactants are: [Cl:1][C:2]1[C:3]2[C:10](I)=[CH:9][N:8]([CH2:12][O:13][CH2:14][CH2:15][Si:16]([CH3:19])([CH3:18])[CH3:17])[C:4]=2[N:5]=[CH:6][N:7]=1.[C:20]([C:22]1[CH:23]=[C:24](B(O)O)[CH:25]=[CH:26][CH:27]=1)#[N:21].C(=O)([O-])[O-].[K+].[K+]. (2) The reactants are: [Br:1][C:2]1[C:3]([Cl:16])=[C:4](/[CH:8]=[N:9]/[S@@:10]([C:12]([CH3:15])([CH3:14])[CH3:13])=[O:11])[CH:5]=[N:6][CH:7]=1.CC([S@](N)=O)(C)C.BrC1C(Cl)=C(C=O)C=NC=1.[BH4-].[Na+]. Given the product [Br:1][C:2]1[C:3]([Cl:16])=[C:4]([CH2:8][NH:9][S@@:10]([C:12]([CH3:14])([CH3:13])[CH3:15])=[O:11])[CH:5]=[N:6][CH:7]=1, predict the reactants needed to synthesize it. (3) Given the product [NH2:31][CH2:30][CH2:29][NH:32][C:20]([C:11]1[C:12](=[O:19])[N:13]([CH3:18])[C:14](=[O:17])[N:15]([CH3:16])[C:10]=1[NH:9][C:3]1[CH:4]=[CH:5][C:6]([I:8])=[CH:7][C:2]=1[F:1])=[O:22], predict the reactants needed to synthesize it. The reactants are: [F:1][C:2]1[CH:7]=[C:6]([I:8])[CH:5]=[CH:4][C:3]=1[NH:9][C:10]1[N:15]([CH3:16])[C:14](=[O:17])[N:13]([CH3:18])[C:12](=[O:19])[C:11]=1[C:20]([O:22]C1C=CC=CC=1)=O.[CH2:29]([NH2:32])[CH2:30][NH2:31]. (4) Given the product [F:17][C:15]1[CH:16]=[C:11]([CH2:10][C@@H:9]([C:19]2[C:24]([C:25]3[CH:26]=[CH:27][C:28]([F:34])=[C:29]([CH:33]=3)[C:30]([NH2:32])=[O:31])=[CH:23][CH:22]=[CH:21][N:20]=2)[NH:8][C:43](=[O:44])[CH2:42][N:39]2[CH:40]=[CH:41][C:37]([C:36]([F:46])([F:35])[F:47])=[N:38]2)[CH:12]=[C:13]([F:18])[CH:14]=1, predict the reactants needed to synthesize it. The reactants are: FC(F)(F)C(O)=O.[NH2:8][C@H:9]([C:19]1[C:24]([C:25]2[CH:26]=[CH:27][C:28]([F:34])=[C:29]([CH:33]=2)[C:30]([NH2:32])=[O:31])=[CH:23][CH:22]=[CH:21][N:20]=1)[CH2:10][C:11]1[CH:16]=[C:15]([F:17])[CH:14]=[C:13]([F:18])[CH:12]=1.[F:35][C:36]([F:47])([F:46])[C:37]1[CH:41]=[CH:40][N:39]([CH2:42][C:43](O)=[O:44])[N:38]=1. (5) Given the product [CH3:18][O:17][C:16]1[CH:15]=[CH:14][C:4]([C:5]([NH:7][C:8]2[CH:13]=[CH:12][CH:11]=[CH:10][CH:9]=2)=[O:6])=[CH:3][C:2]=1[NH:1][C:28]([NH:27][C:23]1[CH:24]=[CH:25][CH:26]=[C:21]([C:20]([F:19])([F:30])[F:31])[CH:22]=1)=[S:29], predict the reactants needed to synthesize it. The reactants are: [NH2:1][C:2]1[CH:3]=[C:4]([CH:14]=[CH:15][C:16]=1[O:17][CH3:18])[C:5]([NH:7][C:8]1[CH:13]=[CH:12][CH:11]=[CH:10][CH:9]=1)=[O:6].[F:19][C:20]([F:31])([F:30])[C:21]1[CH:22]=[C:23]([N:27]=[C:28]=[S:29])[CH:24]=[CH:25][CH:26]=1. (6) Given the product [Cl:17][C:12]1[CH:13]=[N:14][N:15]([CH3:16])[C:11]=1[C:10]1[CH:9]=[CH:8][C:4]([C:5]([OH:7])=[O:6])=[CH:3][C:2]=1[F:1], predict the reactants needed to synthesize it. The reactants are: [F:1][C:2]1[CH:3]=[C:4]([CH:8]=[CH:9][C:10]=1[C:11]1[N:15]([CH3:16])[N:14]=[CH:13][CH:12]=1)[C:5]([OH:7])=[O:6].[Cl:17]N1C(=O)CCC1=O.